From a dataset of Peptide-MHC class I binding affinity with 185,985 pairs from IEDB/IMGT. Regression. Given a peptide amino acid sequence and an MHC pseudo amino acid sequence, predict their binding affinity value. This is MHC class I binding data. (1) The peptide sequence is DHIPIINTL. The MHC is HLA-A02:03 with pseudo-sequence HLA-A02:03. The binding affinity (normalized) is 0.0847. (2) The peptide sequence is FLGGTTVCL. The MHC is HLA-A02:02 with pseudo-sequence HLA-A02:02. The binding affinity (normalized) is 0.378. (3) The peptide sequence is LSCIRNASK. The MHC is HLA-A03:01 with pseudo-sequence HLA-A03:01. The binding affinity (normalized) is 0.429. (4) The peptide sequence is LAALAAYCL. The MHC is Patr-B0101 with pseudo-sequence Patr-B0101. The binding affinity (normalized) is 0.188. (5) The peptide sequence is NQLDSSNKSM. The MHC is HLA-A68:02 with pseudo-sequence HLA-A68:02. The binding affinity (normalized) is 0. (6) The MHC is HLA-A30:02 with pseudo-sequence HLA-A30:02. The peptide sequence is SYEHQTPFEI. The binding affinity (normalized) is 0.181.